Predict which catalyst facilitates the given reaction. From a dataset of Catalyst prediction with 721,799 reactions and 888 catalyst types from USPTO. Reactant: [BH4-].[Na+].[Cl:3][C:4]1[CH:5]=[C:6]2[C:10](=[CH:11][CH:12]=1)[N:9]([S:13]([C:16]1[CH:21]=[CH:20][C:19]([O:22][CH3:23])=[CH:18][C:17]=1[O:24][C:25]([F:28])([F:27])[F:26])(=[O:15])=[O:14])[C:8](=[O:29])[C:7]2([N:46]1[CH2:55][C@H:54]([OH:56])[CH2:53][C@H:47]1[C:48]([N:50]([CH3:52])[CH3:51])=[O:49])[C:30]1[CH:35]=[C:34]([CH:36](O)[C:37]2[CH:42]=[CH:41][CH:40]=[CH:39][CH:38]=2)[CH:33]=[CH:32][C:31]=1[O:44][CH3:45].[OH-].[Na+]. Product: [CH2:36]([C:34]1[CH:33]=[CH:32][C:31]([O:44][CH3:45])=[C:30]([C:7]2([N:46]3[CH2:55][C@H:54]([OH:56])[CH2:53][C@H:47]3[C:48]([N:50]([CH3:52])[CH3:51])=[O:49])[C:6]3[C:10](=[CH:11][CH:12]=[C:4]([Cl:3])[CH:5]=3)[N:9]([S:13]([C:16]3[CH:21]=[CH:20][C:19]([O:22][CH3:23])=[CH:18][C:17]=3[O:24][C:25]([F:26])([F:27])[F:28])(=[O:15])=[O:14])[C:8]2=[O:29])[CH:35]=1)[C:37]1[CH:38]=[CH:39][CH:40]=[CH:41][CH:42]=1. The catalyst class is: 484.